This data is from Catalyst prediction with 721,799 reactions and 888 catalyst types from USPTO. The task is: Predict which catalyst facilitates the given reaction. (1) Reactant: [CH:1]([C:4]1[CH:18]=[C:17]([O:19][CH3:20])[C:16]([C:21]#[C:22][Si](C)(C)C)=[CH:15][C:5]=1[O:6][C:7]1[C:8]([NH2:14])=[N:9][C:10]([NH2:13])=[N:11][CH:12]=1)([CH3:3])[CH3:2].[F-].[Cs+].C1COCC1. Product: [C:21]([C:16]1[C:17]([O:19][CH3:20])=[CH:18][C:4]([CH:1]([CH3:2])[CH3:3])=[C:5]([CH:15]=1)[O:6][C:7]1[C:8]([NH2:14])=[N:9][C:10]([NH2:13])=[N:11][CH:12]=1)#[CH:22]. The catalyst class is: 6. (2) Reactant: CN(C(ON1N=NC2C=CC=NC1=2)=[N+](C)C)C.F[P-](F)(F)(F)(F)F.[NH2:25][C:26]1[C:30]([NH:31][C:32]([O:34][C:35]([CH3:38])([CH3:37])[CH3:36])=[O:33])=[CH:29][S:28][CH:27]=1.[CH3:39][O:40][C:41]([C:43]1[CH:44]=[CH:45][C:46]([C:49](O)=[O:50])=[N:47][CH:48]=1)=[O:42].CN1CCOCC1. Product: [C:35]([O:34][C:32]([NH:31][C:30]1[C:26]([NH:25][C:49]([C:46]2[CH:45]=[CH:44][C:43]([C:41]([O:40][CH3:39])=[O:42])=[CH:48][N:47]=2)=[O:50])=[CH:27][S:28][CH:29]=1)=[O:33])([CH3:38])([CH3:37])[CH3:36]. The catalyst class is: 248.